Dataset: Full USPTO retrosynthesis dataset with 1.9M reactions from patents (1976-2016). Task: Predict the reactants needed to synthesize the given product. (1) Given the product [CH:9]1([CH2:13][OH:12])[CH2:10][CH2:11][CH2:11][CH2:10][CH2:9][CH2:13]1, predict the reactants needed to synthesize it. The reactants are: [H-].[Al+3].[Li+].[H-].[H-].[H-].[OH-].[Na+].[CH2:9]1[CH2:13][O:12][CH2:11][CH2:10]1. (2) Given the product [CH3:14][N:11]1[CH2:12][CH2:13][N:8]([C:6]2[CH:5]=[CH:4][C:3]3[N:15]=[C:30]([C:25]4[C:24]5[C:23]6[C:18](=[CH:19][CH:20]=[CH:21][CH:22]=6)[C:17](=[O:16])[C:29]=5[CH:28]=[CH:27][CH:26]=4)[NH:1][C:2]=3[CH:7]=2)[CH2:9][CH2:10]1, predict the reactants needed to synthesize it. The reactants are: [NH2:1][C:2]1[CH:7]=[C:6]([N:8]2[CH2:13][CH2:12][N:11]([CH3:14])[CH2:10][CH2:9]2)[CH:5]=[CH:4][C:3]=1[NH-:15].[O:16]=[C:17]1[C:29]2[CH:28]=[CH:27][CH:26]=[C:25]([C:30](O)=O)[C:24]=2[C:23]2[C:18]1=[CH:19][CH:20]=[CH:21][CH:22]=2. (3) The reactants are: [CH3:1][C:2]1[CH:7]=[C:6]([C:8]2[C:16]3[C:11](=[CH:12][C:13]([N+:24]([O-:26])=O)=[C:14]([CH2:17][CH2:18][C:19]([O:21]CC)=O)[CH:15]=3)[N:10]([C:27]([C:40]3[CH:45]=[CH:44][CH:43]=[CH:42][CH:41]=3)([C:34]3[CH:39]=[CH:38][CH:37]=[CH:36][CH:35]=3)[C:28]3[CH:33]=[CH:32][CH:31]=[CH:30][CH:29]=3)[N:9]=2)[CH:5]=[CH:4][N:3]=1. Given the product [OH:26][N:24]1[C:13]2[C:14](=[CH:15][C:16]3[C:8]([C:6]4[CH:5]=[CH:4][N:3]=[C:2]([CH3:1])[CH:7]=4)=[N:9][N:10]([C:27]([C:40]4[CH:41]=[CH:42][CH:43]=[CH:44][CH:45]=4)([C:28]4[CH:29]=[CH:30][CH:31]=[CH:32][CH:33]=4)[C:34]4[CH:39]=[CH:38][CH:37]=[CH:36][CH:35]=4)[C:11]=3[CH:12]=2)[CH2:17][CH2:18][C:19]1=[O:21], predict the reactants needed to synthesize it. (4) Given the product [Cl:17][C:10]1[N:9]=[C:8]([NH:6][CH2:1][C:2]([CH3:5])([CH3:4])[CH3:3])[C:13]([N+:14]([O-:16])=[O:15])=[CH:12][CH:11]=1, predict the reactants needed to synthesize it. The reactants are: [CH2:1]([NH2:6])[C:2]([CH3:5])([CH3:4])[CH3:3].Cl[C:8]1[C:13]([N+:14]([O-:16])=[O:15])=[CH:12][CH:11]=[C:10]([Cl:17])[N:9]=1.C([O-])([O-])=O.[Na+].[Na+]. (5) Given the product [NH2:1][C:2]1[N:3]=[C:4]([NH:21][CH:22]2[CH2:27][CH2:26][N:25]([C:28](=[O:30])[CH3:29])[CH2:24][CH2:23]2)[CH:5]=[CH:6][C:7]=1[C:8](=[O:9])[C:10]1[C:15]([O:16][CH3:17])=[CH:14][CH:13]=[C:12]([F:18])[C:11]=1[F:19], predict the reactants needed to synthesize it. The reactants are: [NH2:1][C:2]1[C:7]([C:8]([C:10]2[C:15]([O:16][CH3:17])=[CH:14][CH:13]=[C:12]([F:18])[C:11]=2[F:19])=[O:9])=[CH:6][CH:5]=[C:4](Cl)[N:3]=1.[NH2:21][CH:22]1[CH2:27][CH2:26][N:25]([C:28](=[O:30])[CH3:29])[CH2:24][CH2:23]1. (6) Given the product [C:8]([C:4]1[CH:3]=[C:2]([CH:7]=[CH:6][CH:5]=1)[O:1][CH:18]([C:13]1[CH:14]=[CH:15][CH:16]=[CH:17][C:12]=1[F:11])[CH2:19][CH2:20][CH2:21][CH2:22][CH2:23][N:24]1[CH2:25][CH2:26][CH:27]([C:30]2[CH:31]=[C:32]([NH:36][C:37](=[O:41])[CH:38]([CH3:40])[CH3:39])[CH:33]=[CH:34][CH:35]=2)[CH2:28][CH2:29]1)(=[O:10])[CH3:9], predict the reactants needed to synthesize it. The reactants are: [OH:1][C:2]1[CH:3]=[C:4]([C:8](=[O:10])[CH3:9])[CH:5]=[CH:6][CH:7]=1.[F:11][C:12]1[CH:17]=[CH:16][CH:15]=[CH:14][C:13]=1[CH:18](O)[CH2:19][CH2:20][CH2:21][CH2:22][CH2:23][N:24]1[CH2:29][CH2:28][CH:27]([C:30]2[CH:31]=[C:32]([NH:36][C:37](=[O:41])[CH:38]([CH3:40])[CH3:39])[CH:33]=[CH:34][CH:35]=2)[CH2:26][CH2:25]1.